Predict the product of the given reaction. From a dataset of Forward reaction prediction with 1.9M reactions from USPTO patents (1976-2016). (1) Given the reactants ClC(O[C:5]1[C:13]2[NH:12][C:11]([OH:14])=[N:10][C:9]=2[CH:8]=[CH:7][CH:6]=1)=O.[NH2:15][C:16]1[CH:21]=[CH:20][C:19]([C:22]2[CH:27]=[CH:26][CH:25]=[CH:24][CH:23]=2)=[CH:18][CH:17]=1.C1C[O:31][CH2:30]C1, predict the reaction product. The product is: [C:19]1([C:22]2[CH:27]=[CH:26][CH:25]=[CH:24][CH:23]=2)[CH:18]=[CH:17][C:16]([NH:15][C:30]([N:10]2[C:9]3[CH:8]=[CH:7][CH:6]=[CH:5][C:13]=3[NH:12][C:11]2=[O:14])=[O:31])=[CH:21][CH:20]=1. (2) Given the reactants [CH2:1]([N:8]1[CH2:12][C@@H:11]([OH:13])[C@H:10]([OH:14])[CH2:9]1)[C:2]1[CH:7]=[CH:6][CH:5]=[CH:4][CH:3]=1.[CH3:15][S:16](Cl)(=[O:18])=[O:17], predict the reaction product. The product is: [CH2:1]([N:8]1[CH2:12][C@@H:11]([O:13][S:16]([CH3:15])(=[O:18])=[O:17])[C@H:10]([O:14][S:16]([CH3:15])(=[O:18])=[O:17])[CH2:9]1)[C:2]1[CH:3]=[CH:4][CH:5]=[CH:6][CH:7]=1. (3) Given the reactants [C:1]([C:5]1[CH:6]=[C:7]([NH2:19])[N:8]([C:10]2[CH:15]=[CH:14][C:13]([N+:16]([O-:18])=[O:17])=[CH:12][CH:11]=2)[N:9]=1)([CH3:4])([CH3:3])[CH3:2].C1N=CN([C:25]([N:27]2C=N[CH:29]=[CH:28]2)=[O:26])C=1.[N:32]1[CH:37]=[CH:36][C:35]([O:38][C:39]2[CH:44]=CC(N)=[CH:41][CH:40]=2)=[CH:34][CH:33]=1, predict the reaction product. The product is: [C:1]([C:5]1[CH:6]=[C:7]([NH:19][C:25]([NH:27][C:28]2[CH:29]=[CH:44][C:39]([O:38][C:35]3[CH:36]=[CH:37][N:32]=[CH:33][CH:34]=3)=[CH:40][CH:41]=2)=[O:26])[N:8]([C:10]2[CH:15]=[CH:14][C:13]([N+:16]([O-:18])=[O:17])=[CH:12][CH:11]=2)[N:9]=1)([CH3:4])([CH3:2])[CH3:3]. (4) Given the reactants [OH:1][C@H:2]1[CH2:5][C@H:4]([CH:6]([NH:8][C:9]([C:11]2[C:19]3[C:14](=[N:15][CH:16]=[C:17]([C:20]4[C:28]5[C:23](=[CH:24][C:25]([F:29])=[CH:26][CH:27]=5)[N:22]([CH3:30])[N:21]=4)[N:18]=3)[N:13]([CH2:31][O:32][CH2:33][CH2:34][Si:35]([CH3:38])([CH3:37])[CH3:36])[CH:12]=2)=[O:10])[CH3:7])[CH2:3]1.C(N(CC)CC)C.[CH3:46][S:47](Cl)(=[O:49])=[O:48], predict the reaction product. The product is: [F:29][C:25]1[CH:24]=[C:23]2[C:28]([C:20]([C:17]3[N:18]=[C:19]4[C:11]([C:9]([NH:8][CH:6]([C@H:4]5[CH2:3][C@H:2]([O:1][S:47]([CH3:46])(=[O:49])=[O:48])[CH2:5]5)[CH3:7])=[O:10])=[CH:12][N:13]([CH2:31][O:32][CH2:33][CH2:34][Si:35]([CH3:37])([CH3:36])[CH3:38])[C:14]4=[N:15][CH:16]=3)=[N:21][N:22]2[CH3:30])=[CH:27][CH:26]=1.